This data is from Volume of distribution at steady state (VDss) regression data from Lombardo et al.. The task is: Regression/Classification. Given a drug SMILES string, predict its absorption, distribution, metabolism, or excretion properties. Task type varies by dataset: regression for continuous measurements (e.g., permeability, clearance, half-life) or binary classification for categorical outcomes (e.g., BBB penetration, CYP inhibition). For this dataset (vdss_lombardo), we predict log10(VDss) (log10 of volume of distribution in L/kg). (1) The compound is C[NH2+]CCC(Oc1ccccc1C)c1ccccc1. The log10(VDss) is -0.0700. (2) The molecule is O=C1CN=C(c2ccccc2)c2cc(Cl)ccc2N1. The log10(VDss) is -0.350.